Dataset: Full USPTO retrosynthesis dataset with 1.9M reactions from patents (1976-2016). Task: Predict the reactants needed to synthesize the given product. (1) Given the product [CH3:22][C:21]1[C:3]2[CH:4]=[C:5]([N:8]3[CH2:12][CH2:11][N:10]([C:13]4[CH:14]=[N:15][CH:16]=[CH:17][C:18]=4[CH3:19])[C:9]3=[O:20])[CH:6]=[CH:7][C:2]=2[O:24][N:23]=1, predict the reactants needed to synthesize it. The reactants are: F[C:2]1[CH:7]=[CH:6][C:5]([N:8]2[CH2:12][CH2:11][N:10]([C:13]3[CH:14]=[N:15][CH:16]=[CH:17][C:18]=3[CH3:19])[C:9]2=[O:20])=[CH:4][C:3]=1[C:21](=[N:23][OH:24])[CH3:22].[H-].[Na+].CO. (2) Given the product [OH:21][C:3]1[C:4]([C:12]([NH:14][CH2:15][C:16]([O:18][CH2:19][CH3:20])=[O:17])=[O:13])=[C:5]2[C:10](=[CH:11][C:2]=1[C:27]1[CH:32]=[N:31][CH:30]=[CH:29][N:28]=1)[N:9]=[CH:8][CH:7]=[N:6]2, predict the reactants needed to synthesize it. The reactants are: Br[C:2]1[CH:11]=[C:10]2[C:5]([N:6]=[CH:7][CH:8]=[N:9]2)=[C:4]([C:12]([NH:14][CH2:15][C:16]([O:18][CH2:19][CH3:20])=[O:17])=[O:13])[C:3]=1[OH:21].C([Sn](CCCC)(CCCC)[C:27]1[CH:32]=[N:31][CH:30]=[CH:29][N:28]=1)CCC. (3) Given the product [Cl:1][C:2]1[CH:29]=[CH:28][C:5]([CH2:6][C:7]2[C:8]([CH3:27])=[N:9][O:10][C:11]=2[C@H:12]2[CH2:16][CH2:15][CH2:14][NH:13]2)=[CH:4][CH:3]=1, predict the reactants needed to synthesize it. The reactants are: [Cl:1][C:2]1[CH:29]=[CH:28][C:5]([CH2:6][C:7]2[C:8]([CH3:27])=[N:9][O:10][C:11]=2[C@H:12]2[CH2:16][CH2:15][CH2:14][N:13]2C(OCC2C=CC=CC=2)=O)=[CH:4][CH:3]=1.I[Si](C)(C)C. (4) Given the product [O:25]1[CH:29]=[CH:28][CH:27]=[C:26]1[CH:30]([CH2:15][C:14]1[CH:18]=[CH:19][C:11]([O:10][CH3:9])=[CH:12][CH:13]=1)[CH2:31][C:32]([O:34][CH3:35])=[O:33], predict the reactants needed to synthesize it. The reactants are: CN(CCN(C)C)C.[CH3:9][O:10][C:11]1[CH:19]=[CH:18][C:14]([CH2:15][Mg]Cl)=[CH:13][CH:12]=1.C[Si](Cl)(C)C.[O:25]1[CH:29]=[CH:28][CH:27]=[C:26]1[CH:30]=[CH:31][C:32]([O:34][CH3:35])=[O:33]. (5) Given the product [C:1]([O:5][C:6]([N:8]1[CH2:13][CH2:12][CH:11]([N:14]2[C:18]3=[N:19][CH:20]=[N:21][C:22]([O:31][C:27]4[CH:28]=[CH:29][CH:30]=[C:25]([F:24])[CH:26]=4)=[C:17]3[CH:16]=[N:15]2)[CH2:10][CH2:9]1)=[O:7])([CH3:4])([CH3:3])[CH3:2], predict the reactants needed to synthesize it. The reactants are: [C:1]([O:5][C:6]([N:8]1[CH2:13][CH2:12][CH:11]([N:14]2[C:18]3=[N:19][CH:20]=[N:21][C:22](Cl)=[C:17]3[CH:16]=[N:15]2)[CH2:10][CH2:9]1)=[O:7])([CH3:4])([CH3:3])[CH3:2].[F:24][C:25]1[CH:26]=[C:27]([OH:31])[CH:28]=[CH:29][CH:30]=1. (6) Given the product [CH3:13][S:10]([C:7]1[O:6][C:5]([C:3]([OH:4])=[O:2])=[CH:9][CH:8]=1)(=[O:12])=[O:11], predict the reactants needed to synthesize it. The reactants are: C[O:2][C:3]([C:5]1[O:6][C:7]([S:10]([CH3:13])(=[O:12])=[O:11])=[CH:8][CH:9]=1)=[O:4].[OH-].[Na+].